Dataset: Forward reaction prediction with 1.9M reactions from USPTO patents (1976-2016). Task: Predict the product of the given reaction. (1) Given the reactants [CH3:1][N:2]1[CH2:14][CH2:13][C:12]2[C:11]3[C:6](=[CH:7][CH:8]=[CH:9][CH:10]=3)[NH:5][C:4]=2[CH2:3]1.CC(C)([O-])C.[K+].[CH3:21][O:22][C:23](=[O:32])[C:24]1[CH:29]=[CH:28][C:27]([CH2:30]Br)=[CH:26][CH:25]=1, predict the reaction product. The product is: [CH3:21][O:22][C:23](=[O:32])[C:24]1[CH:29]=[CH:28][C:27]([CH2:30][N:5]2[C:4]3[CH2:3][N:2]([CH3:1])[CH2:14][CH2:13][C:12]=3[C:11]3[C:6]2=[CH:7][CH:8]=[CH:9][CH:10]=3)=[CH:26][CH:25]=1. (2) The product is: [CH3:1][C:2]([CH3:22])([CH3:21])[C:3]([NH:5][C:6]1[C:7]([C:8]([O:10][CH3:11])=[O:9])=[C:12]2[C:13]([CH:20]=[CH:19][CH2:18][O:17]2)=[CH:14][C:15]=1[F:16])=[O:4]. Given the reactants [CH3:1][C:2]([CH3:22])([CH3:21])[C:3]([NH:5][C:6]1[C:15]([F:16])=[CH:14][CH:13]=[C:12]([O:17][CH2:18][C:19]#[CH:20])[C:7]=1[C:8]([O:10][CH3:11])=[O:9])=[O:4], predict the reaction product. (3) Given the reactants [Cl:1][C:2]1[CH:10]=[C:9]([O:11][CH:12]2[CH2:15][O:14][CH2:13]2)[C:5]([C:6]([OH:8])=O)=[CH:4][N:3]=1.CCN(C(C)C)C(C)C.CN([C:28]([O:32][N:33]1N=NC2C=CC=N[C:34]1=2)=[N+](C)C)C.F[P-](F)(F)(F)(F)F.Cl.CONC, predict the reaction product. The product is: [Cl:1][C:2]1[CH:10]=[C:9]([O:11][CH:12]2[CH2:15][O:14][CH2:13]2)[C:5]([C:6]([N:33]([O:32][CH3:28])[CH3:34])=[O:8])=[CH:4][N:3]=1. (4) Given the reactants C(N(CC)CC)C.[C:8]1([CH3:18])[CH:13]=[CH:12][C:11]([S:14](Cl)(=[O:16])=[O:15])=[CH:10][CH:9]=1.[Cl:19][C:20]1[CH:21]=[C:22]2[C:26](=[CH:27][CH:28]=1)[N:25]([CH2:29][C:30]1[CH:35]=[CH:34][C:33]([O:36][CH3:37])=[CH:32][C:31]=1[O:38][CH3:39])[C:24](=[O:40])[C:23]2([C:42]1[CH:47]=[C:46]([CH2:48][O:49][CH2:50][CH2:51][OH:52])[CH:45]=[CH:44][C:43]=1[Cl:53])[CH3:41], predict the reaction product. The product is: [Cl:19][C:20]1[CH:21]=[C:22]2[C:26](=[CH:27][CH:28]=1)[N:25]([CH2:29][C:30]1[CH:35]=[CH:34][C:33]([O:36][CH3:37])=[CH:32][C:31]=1[O:38][CH3:39])[C:24](=[O:40])[C:23]2([C:42]1[CH:47]=[C:46]([CH2:48][O:49][CH2:50][CH2:51][O:52][S:14]([C:11]2[CH:12]=[CH:13][C:8]([CH3:18])=[CH:9][CH:10]=2)(=[O:16])=[O:15])[CH:45]=[CH:44][C:43]=1[Cl:53])[CH3:41]. (5) Given the reactants C[O-].[Na+].[CH3:4][C:5]1[N:14]=[CH:13][C:12]2[CH2:11][CH2:10][CH:9]3[CH:15]([CH3:20])[C:16](=[O:19])[CH2:17][CH2:18][C:8]3([C:21]3[CH:26]=[CH:25][CH:24]=[CH:23][CH:22]=3)[C:7]=2[N:6]=1.[CH:27](OCC)=[O:28], predict the reaction product. The product is: [OH:28]/[CH:27]=[C:17]1/[CH2:18][C:8]2([C:21]3[CH:22]=[CH:23][CH:24]=[CH:25][CH:26]=3)[C:7]3[N:6]=[C:5]([CH3:4])[N:14]=[CH:13][C:12]=3[CH2:11][CH2:10][CH:9]2[CH:15]([CH3:20])[C:16]/1=[O:19]. (6) Given the reactants [F:1][C:2]1[CH:7]=[CH:6][C:5]([N:8]2[CH2:13][CH2:12][N:11](C(OC(C)(C)C)=O)[CH2:10][C:9]2=[O:21])=[CH:4][CH:3]=1.[ClH:22].O1CCOCC1, predict the reaction product. The product is: [ClH:22].[F:1][C:2]1[CH:3]=[CH:4][C:5]([N:8]2[CH2:13][CH2:12][NH:11][CH2:10][C:9]2=[O:21])=[CH:6][CH:7]=1. (7) Given the reactants [C:1]1(B(O)O)[C:10]2[C:5](=[CH:6][CH:7]=[CH:8][CH:9]=2)[CH:4]=[CH:3][CH:2]=1.Br[C:15]1[S:19][C:18]([S:20]([N:23]2[CH:27]=[CH:26][CH:25]=[CH:24]2)(=[O:22])=[O:21])=[CH:17][CH:16]=1, predict the reaction product. The product is: [C:1]1([C:15]2[S:19][C:18]([S:20]([N:23]3[CH:27]=[CH:26][CH:25]=[CH:24]3)(=[O:21])=[O:22])=[CH:17][CH:16]=2)[C:10]2[C:5](=[CH:6][CH:7]=[CH:8][CH:9]=2)[CH:4]=[CH:3][CH:2]=1. (8) Given the reactants [Si:1]([O:8][CH2:9][C@@H:10]1[O:14][C:13](=[O:15])[N:12]([C:16]2[CH:21]=[CH:20][C:19]([Sn:22]([CH3:25])([CH3:24])[CH3:23])=[CH:18][CH:17]=2)[CH2:11]1)([C:4]([CH3:7])([CH3:6])[CH3:5])([CH3:3])[CH3:2].[Si](OC[C@@H]1OC(=O)N(C2C=CC(I)=C([F:48])C=2)C1)(C(C)(C)C)(C)C, predict the reaction product. The product is: [Si:1]([O:8][CH2:9][C@@H:10]1[O:14][C:13](=[O:15])[N:12]([C:16]2[CH:17]=[CH:18][C:19]([Sn:22]([CH3:23])([CH3:24])[CH3:25])=[C:20]([F:48])[CH:21]=2)[CH2:11]1)([C:4]([CH3:7])([CH3:6])[CH3:5])([CH3:3])[CH3:2].